From a dataset of NCI-60 drug combinations with 297,098 pairs across 59 cell lines. Regression. Given two drug SMILES strings and cell line genomic features, predict the synergy score measuring deviation from expected non-interaction effect. (1) Drug 1: CCC1(CC2CC(C3=C(CCN(C2)C1)C4=CC=CC=C4N3)(C5=C(C=C6C(=C5)C78CCN9C7C(C=CC9)(C(C(C8N6C=O)(C(=O)OC)O)OC(=O)C)CC)OC)C(=O)OC)O.OS(=O)(=O)O. Drug 2: CC(C)CN1C=NC2=C1C3=CC=CC=C3N=C2N. Cell line: HOP-62. Synergy scores: CSS=16.2, Synergy_ZIP=-0.0512, Synergy_Bliss=2.99, Synergy_Loewe=7.36, Synergy_HSA=5.21. (2) Drug 1: C1=NC2=C(N=C(N=C2N1C3C(C(C(O3)CO)O)O)F)N. Drug 2: C(CCl)NC(=O)N(CCCl)N=O. Cell line: SK-MEL-28. Synergy scores: CSS=14.3, Synergy_ZIP=-1.58, Synergy_Bliss=2.17, Synergy_Loewe=2.05, Synergy_HSA=3.95. (3) Drug 1: CN(CCCl)CCCl.Cl. Drug 2: CC(C)NC(=O)C1=CC=C(C=C1)CNNC.Cl. Cell line: COLO 205. Synergy scores: CSS=18.8, Synergy_ZIP=-2.57, Synergy_Bliss=0.435, Synergy_Loewe=-22.1, Synergy_HSA=-0.910. (4) Drug 1: C1=CC(=CC=C1CCC2=CNC3=C2C(=O)NC(=N3)N)C(=O)NC(CCC(=O)O)C(=O)O. Drug 2: C1CN(P(=O)(OC1)NCCCl)CCCl. Cell line: MCF7. Synergy scores: CSS=30.5, Synergy_ZIP=-0.111, Synergy_Bliss=-1.02, Synergy_Loewe=-11.6, Synergy_HSA=-1.13. (5) Drug 1: CC1CCC2CC(C(=CC=CC=CC(CC(C(=O)C(C(C(=CC(C(=O)CC(OC(=O)C3CCCCN3C(=O)C(=O)C1(O2)O)C(C)CC4CCC(C(C4)OC)O)C)C)O)OC)C)C)C)OC. Drug 2: C1CNP(=O)(OC1)N(CCCl)CCCl. Cell line: NCI-H226. Synergy scores: CSS=4.14, Synergy_ZIP=-1.23, Synergy_Bliss=-1.46, Synergy_Loewe=2.80, Synergy_HSA=-0.0986. (6) Drug 1: C1=C(C(=O)NC(=O)N1)N(CCCl)CCCl. Drug 2: COC1=C2C(=CC3=C1OC=C3)C=CC(=O)O2. Synergy scores: CSS=11.2, Synergy_ZIP=7.09, Synergy_Bliss=17.9, Synergy_Loewe=3.16, Synergy_HSA=3.73. Cell line: KM12.